From a dataset of Full USPTO retrosynthesis dataset with 1.9M reactions from patents (1976-2016). Predict the reactants needed to synthesize the given product. (1) The reactants are: [CH2:1]([O:19][C:20]1[CH:21]=[C:22]([CH:45]2[O:49][CH:48]([CH2:50][OH:51])[CH2:47][O:46]2)[CH:23]=[C:24]([O:26][CH2:27][CH2:28][CH2:29][CH2:30][CH2:31][CH2:32][CH2:33][CH2:34]/[CH:35]=[CH:36]\[CH2:37][CH2:38][CH2:39][CH2:40][CH2:41][CH2:42][CH2:43][CH3:44])[CH:25]=1)[CH2:2][CH2:3][CH2:4][CH2:5][CH2:6][CH2:7][CH2:8]/[CH:9]=[CH:10]\[CH2:11][CH2:12][CH2:13][CH2:14][CH2:15][CH2:16][CH2:17][CH3:18].CCN(C(C)C)C(C)C.[CH3:61][S:62](Cl)(=[O:64])=[O:63]. Given the product [CH3:61][S:62]([O:51][CH2:50][CH:48]1[CH2:47][O:46][CH:45]([C:22]2[CH:23]=[C:24]([O:26][CH2:27][CH2:28][CH2:29][CH2:30][CH2:31][CH2:32][CH2:33][CH2:34]/[CH:35]=[CH:36]\[CH2:37][CH2:38][CH2:39][CH2:40][CH2:41][CH2:42][CH2:43][CH3:44])[CH:25]=[C:20]([O:19][CH2:1][CH2:2][CH2:3][CH2:4][CH2:5][CH2:6][CH2:7][CH2:8]/[CH:9]=[CH:10]\[CH2:11][CH2:12][CH2:13][CH2:14][CH2:15][CH2:16][CH2:17][CH3:18])[CH:21]=2)[O:49]1)(=[O:64])=[O:63], predict the reactants needed to synthesize it. (2) Given the product [C:20]([C:17]1[CH:18]=[CH:19][C:14]([O:13][CH2:12][C:11]2[CH:10]=[CH:9][C:8]([CH:7]([C:29]3[CH:34]=[CH:33][CH:32]=[C:31]([C:35]4[NH:39][N:38]=[N:37][N:36]=4)[CH:30]=3)[NH:6][S:2]([CH3:1])(=[O:4])=[O:3])=[CH:28][CH:27]=2)=[C:15]([CH2:24][CH2:25][CH3:26])[C:16]=1[OH:23])(=[O:22])[CH3:21], predict the reactants needed to synthesize it. The reactants are: [CH3:1][S:2](Cl)(=[O:4])=[O:3].[NH2:6][CH:7]([C:29]1[CH:34]=[CH:33][CH:32]=[C:31]([C:35]2[NH:39][N:38]=[N:37][N:36]=2)[CH:30]=1)[C:8]1[CH:28]=[CH:27][C:11]([CH2:12][O:13][C:14]2[CH:19]=[CH:18][C:17]([C:20](=[O:22])[CH3:21])=[C:16]([OH:23])[C:15]=2[CH2:24][CH2:25][CH3:26])=[CH:10][CH:9]=1. (3) The reactants are: [CH2:1]([O:3][C:4]([C:6]1[CH:7]=[N:8][N:9]([C:15]2[CH:20]=[CH:19][CH:18]=[C:17](Cl)[N:16]=2)[C:10]=1[C:11]([F:14])([F:13])[F:12])=[O:5])[CH3:2].[CH3:22][O:23][C:24]1[CH:29]=[CH:28][C:27]([CH3:30])=[CH:26][C:25]=1B(O)O.C(=O)([O-])[O-].[Na+].[Na+]. Given the product [CH3:22][O:23][C:24]1[CH:29]=[CH:28][C:27]([CH3:30])=[CH:26][C:25]=1[C:17]1[N:16]=[C:15]([N:9]2[C:10]([C:11]([F:14])([F:13])[F:12])=[C:6]([C:4]([O:3][CH2:1][CH3:2])=[O:5])[CH:7]=[N:8]2)[CH:20]=[CH:19][CH:18]=1, predict the reactants needed to synthesize it. (4) Given the product [NH2:1][C:2]1[CH:11]=[CH:10][C:5]([C:6]([O:8][CH3:9])=[O:7])=[CH:4][C:3]=1[CH:15]=[CH:14][C:13]([O:17][CH3:18])=[O:16], predict the reactants needed to synthesize it. The reactants are: [NH2:1][C:2]1[CH:11]=[CH:10][C:5]([C:6]([O:8][CH3:9])=[O:7])=[CH:4][C:3]=1I.[C:13]([O:17][CH3:18])(=[O:16])[CH:14]=[CH2:15].C(=O)([O-])[O-].[Cs+].[Cs+].C1(P(C2C=CC=CC=2)C2C=CC=CC=2)C=CC=CC=1. (5) Given the product [CH2:1]([C@H:4]([C@H:8]([CH2:9][CH:10]=[CH2:11])[C:12]([O:14][C:15]([CH3:18])([CH3:17])[CH3:16])=[O:13])[C:5]([O:7][CH2:26][C:27]1[CH:32]=[CH:31][CH:30]=[CH:29][CH:28]=1)=[O:6])[CH:2]=[CH2:3], predict the reactants needed to synthesize it. The reactants are: [CH2:1]([C@H:4]([CH:8]([C:12]([O:14][C:15]([CH3:18])([CH3:17])[CH3:16])=[O:13])[CH2:9][CH:10]=[CH2:11])[C:5]([OH:7])=[O:6])[CH:2]=[CH2:3].C(=O)([O-])[O-].[K+].[K+].Br[CH2:26][C:27]1[CH:32]=[CH:31][CH:30]=[CH:29][CH:28]=1.CCOC(C)=O.CCCCCC. (6) Given the product [Cl:36][C:29]1[C:30]([C:32]([F:34])([F:33])[F:35])=[CH:31][C:26]2[N:25]=[C:24]([CH2:37][CH3:38])[N:23]([C:20]3[CH:19]=[CH:18][C:17]([CH2:16][CH2:15][O:14][C:13](=[O:39])[NH:10][S:7]([C:3]4[CH:2]=[N:1][CH:6]=[CH:5][CH:4]=4)(=[O:9])=[O:8])=[CH:22][CH:21]=3)[C:27]=2[CH:28]=1, predict the reactants needed to synthesize it. The reactants are: [N:1]1[CH:6]=[CH:5][CH:4]=[C:3]([S:7]([NH2:10])(=[O:9])=[O:8])[CH:2]=1.[H-].[Na+].[C:13](=O)([O:39]C1C=CC=CC=1)[O:14][CH2:15][CH2:16][C:17]1[CH:22]=[CH:21][C:20]([N:23]2[C:27]3[CH:28]=[C:29]([Cl:36])[C:30]([C:32]([F:35])([F:34])[F:33])=[CH:31][C:26]=3[N:25]=[C:24]2[CH2:37][CH3:38])=[CH:19][CH:18]=1. (7) Given the product [CH2:19]([NH:1][CH2:2][N:3]1[CH2:8][CH:7]([C:9]([O:11][CH2:12][C:13]2[CH:18]=[CH:17][CH:16]=[CH:15][CH:14]=2)=[O:10])[CH:6]=[CH:5][O:4]1)[C:20]1[CH:25]=[CH:24][CH:23]=[CH:22][CH:21]=1, predict the reactants needed to synthesize it. The reactants are: [NH2:1][CH2:2][N:3]1[CH2:8][CH:7]([C:9]([O:11][CH2:12][C:13]2[CH:18]=[CH:17][CH:16]=[CH:15][CH:14]=2)=[O:10])[CH:6]=[CH:5][O:4]1.[CH:19](=O)[C:20]1[CH:25]=[CH:24][CH:23]=[CH:22][CH:21]=1.[BH4-].[Na+].O. (8) Given the product [I:1][C:2]1[CH:9]=[CH:8][C:5]([CH:6]=[N:16][S:14]([C:11]([CH3:13])([CH3:12])[CH3:10])=[O:15])=[CH:4][CH:3]=1, predict the reactants needed to synthesize it. The reactants are: [I:1][C:2]1[CH:9]=[CH:8][C:5]([CH:6]=O)=[CH:4][CH:3]=1.[CH3:10][C:11]([S:14]([NH2:16])=[O:15])([CH3:13])[CH3:12].CO.C(=O)(O)[O-].[Na+]. (9) The reactants are: [N:1]1[CH:6]=[CH:5][C:4]([C:7]2[S:8][CH:9]=[C:10]([NH:12][C:13](=[O:33])[NH:14][C:15]3[N:20]=[C:19]([CH2:21][N:22]4[CH2:27][CH2:26][CH:25]([C:28]([O:30][CH2:31][CH3:32])=[O:29])[CH2:24][CH2:23]4)[CH:18]=[CH:17][CH:16]=3)[N:11]=2)=[CH:3][CH:2]=1.[ClH:34]. Given the product [ClH:34].[N:1]1[CH:2]=[CH:3][C:4]([C:7]2[S:8][CH:9]=[C:10]([NH:12][C:13](=[O:33])[NH:14][C:15]3[N:20]=[C:19]([CH2:21][N:22]4[CH2:27][CH2:26][CH:25]([C:28]([O:30][CH2:31][CH3:32])=[O:29])[CH2:24][CH2:23]4)[CH:18]=[CH:17][CH:16]=3)[N:11]=2)=[CH:5][CH:6]=1, predict the reactants needed to synthesize it.